From a dataset of Forward reaction prediction with 1.9M reactions from USPTO patents (1976-2016). Predict the product of the given reaction. (1) Given the reactants Br[C:2]1[CH:14]=[CH:13][C:5]([C:6]([NH:8][CH:9]2[CH2:12][CH2:11][CH2:10]2)=[O:7])=[CH:4][C:3]=1[CH3:15].[B:16]1([B:16]2[O:20][C:19]([CH3:22])([CH3:21])[C:18]([CH3:24])([CH3:23])[O:17]2)[O:20][C:19]([CH3:22])([CH3:21])[C:18]([CH3:24])([CH3:23])[O:17]1.C([O-])(=O)C.[K+], predict the reaction product. The product is: [CH:9]1([NH:8][C:6](=[O:7])[C:5]2[CH:13]=[CH:14][C:2]([B:16]3[O:20][C:19]([CH3:22])([CH3:21])[C:18]([CH3:24])([CH3:23])[O:17]3)=[C:3]([CH3:15])[CH:4]=2)[CH2:12][CH2:11][CH2:10]1. (2) Given the reactants [CH2:1]([C:5]([O:14][CH3:15])([C:10](OC)=[O:11])[C:6]([O:8][CH3:9])=[O:7])[CH:2]([CH3:4])[CH3:3].[H-].C(O[Al](OC(C)(C)C)OC(C)(C)C)(C)(C)C.[Li+], predict the reaction product. The product is: [OH:11][CH2:10][C:5]([O:14][CH3:15])([CH2:1][CH:2]([CH3:3])[CH3:4])[C:6]([O:8][CH3:9])=[O:7]. (3) Given the reactants COC1C=CC(C[NH:10][C:11]2[N:16]=[C:15]([C:17]3[N:22]=[CH:21][C:20]4[CH:23]=[N:24][N:25]([C:26]5[N:31]=[C:30]([N:32]6[CH2:38][CH2:37][CH2:36][N:35](C(OC(C)(C)C)=O)[CH2:34][CH2:33]6)[CH:29]=[CH:28][CH:27]=5)[C:19]=4[CH:18]=3)[CH:14]=[N:13][CH:12]=2)=CC=1.Cl.OS(C(F)(F)F)(=O)=O, predict the reaction product. The product is: [N:32]1([C:30]2[N:31]=[C:26]([N:25]3[C:19]4[CH:18]=[C:17]([C:15]5[N:16]=[C:11]([NH2:10])[CH:12]=[N:13][CH:14]=5)[N:22]=[CH:21][C:20]=4[CH:23]=[N:24]3)[CH:27]=[CH:28][CH:29]=2)[CH2:38][CH2:37][CH2:36][NH:35][CH2:34][CH2:33]1. (4) Given the reactants [NH2:1][C@H:2]([C:7]([OH:9])=[O:8])[C:3]([CH3:6])([CH3:5])[CH3:4].[C:10](O[C:10]([O:12][C:13]([CH3:16])([CH3:15])[CH3:14])=[O:11])([O:12][C:13]([CH3:16])([CH3:15])[CH3:14])=[O:11].CN1CCOCC1.C([O-])(O)=O.[Na+], predict the reaction product. The product is: [C:13]([O:12][C:10]([NH:1][CH:2]([C:3]([CH3:6])([CH3:5])[CH3:4])[C:7]([OH:9])=[O:8])=[O:11])([CH3:16])([CH3:15])[CH3:14]. (5) Given the reactants C(=[N:14][N:15]=[CH:16][C:17]1[S:18][C:19]([CH2:23][O:24][CH2:25][C:26]2[CH:31]=[CH:30][CH:29]=[CH:28][CH:27]=2)=[CH:20][C:21]=1Br)(C1C=CC=CC=1)C1C=CC=CC=1.C(=O)([O-])[O-].[Cs+].[Cs+], predict the reaction product. The product is: [CH2:25]([O:24][CH2:23][C:19]1[S:18][C:17]2[CH:16]=[N:15][NH:14][C:21]=2[CH:20]=1)[C:26]1[CH:31]=[CH:30][CH:29]=[CH:28][CH:27]=1. (6) Given the reactants C([O:3][C:4]([CH2:6][C:7]1[CH:12]=[CH:11][C:10]([NH:13]/[C:14](=[C:21]2\[C:22](=[O:30])[NH:23][C:24]3[C:29]\2=[CH:28][CH:27]=[CH:26][CH:25]=3)/[C:15]2[CH:20]=[CH:19][CH:18]=[CH:17][CH:16]=2)=[CH:9][CH:8]=1)=[O:5])C.[OH-].[Na+], predict the reaction product. The product is: [C:4]([CH2:6][C:7]1[CH:8]=[CH:9][C:10]([NH:13]/[C:14](=[C:21]2\[C:22](=[O:30])[NH:23][C:24]3[C:29]\2=[CH:28][CH:27]=[CH:26][CH:25]=3)/[C:15]2[CH:20]=[CH:19][CH:18]=[CH:17][CH:16]=2)=[CH:11][CH:12]=1)([OH:5])=[O:3].